From a dataset of Reaction yield outcomes from USPTO patents with 853,638 reactions. Predict the reaction yield, written as a fraction of the theoretical maximum amount of product (1.0 means a 100% yield; for example, 0.34 means a 34% yield). The reactants are O1C=CC(C2C3C(=NC=C(N)C=3)NC=2)=C1.C([N:35]1[CH:39]=[C:38]([C:40]2[C:48]3[C:43](=[N:44][CH:45]=[C:46]([NH:49][C:50](=[O:56])[O:51][C:52]([CH3:55])([CH3:54])[CH3:53])[CH:47]=3)[NH:42][CH:41]=2)[CH:37]=[N:36]1)(C1C=CC=CC=1)(C1C=CC=CC=1)C1C=CC=CC=1.C([O-])(O)=O.[Na+]. No catalyst specified. The product is [NH:35]1[CH:39]=[C:38]([C:40]2[C:48]3[C:43](=[N:44][CH:45]=[C:46]([NH:49][C:50](=[O:56])[O:51][C:52]([CH3:54])([CH3:53])[CH3:55])[CH:47]=3)[NH:42][CH:41]=2)[CH:37]=[N:36]1. The yield is 0.140.